Dataset: Full USPTO retrosynthesis dataset with 1.9M reactions from patents (1976-2016). Task: Predict the reactants needed to synthesize the given product. (1) Given the product [N:3]1[CH:4]=[C:5]2[C:9]([N:8]=[CH:7][NH:6]2)=[N:10][CH:2]=1, predict the reactants needed to synthesize it. The reactants are: Cl[C:2]1[N:10]=[C:9]2[C:5]([NH:6][CH:7]=[N:8]2)=[C:4](Cl)[N:3]=1.C(OCC)(=O)C.O1C=CCCC1.N1CCNCC1. (2) Given the product [C:20]1([C:18]2[N:2]([C:4]3[CH:9]=[CH:8][C:7]([S:10]([CH3:13])(=[O:11])=[O:12])=[CH:6][N:5]=3)[N:3]=[C:16]([C:15]([F:14])([F:27])[F:28])[CH:17]=2)[CH2:25][CH2:24][CH2:23][CH2:22][CH:21]=1, predict the reactants needed to synthesize it. The reactants are: Cl.[NH:2]([C:4]1[CH:9]=[CH:8][C:7]([S:10]([CH3:13])(=[O:12])=[O:11])=[CH:6][N:5]=1)[NH2:3].[F:14][C:15]([F:28])([F:27])[C:16](=O)[CH2:17][C:18]([C:20]1[CH2:25][CH2:24][CH2:23][CH2:22][CH:21]=1)=O. (3) Given the product [N:27]1[C:28]2[C:33](=[CH:32][CH:31]=[CH:30][CH:29]=2)[CH:34]=[C:25]([NH:24][C:10]([C@H:9]([NH:8][C:6](=[O:7])[O:5][C:1]([CH3:2])([CH3:3])[CH3:4])[CH2:13][C:14]2[CH:15]=[CH:16][C:17]([C:20]([F:21])([F:22])[F:23])=[CH:18][CH:19]=2)=[O:12])[CH:26]=1, predict the reactants needed to synthesize it. The reactants are: [C:1]([O:5][C:6]([NH:8][C@H:9]([CH2:13][C:14]1[CH:19]=[CH:18][C:17]([C:20]([F:23])([F:22])[F:21])=[CH:16][CH:15]=1)[C:10]([OH:12])=O)=[O:7])([CH3:4])([CH3:3])[CH3:2].[NH2:24][C:25]1[CH:26]=[N:27][C:28]2[C:33]([CH:34]=1)=[CH:32][CH:31]=[CH:30][CH:29]=2.C[N+]1(C2N=C(OC)N=C(OC)N=2)CCOCC1.[Cl-]. (4) Given the product [F:1][C:2]1[CH:3]=[CH:4][C:5]2[N:6]([CH:8]=[N:9][C:10]=2[Sn:21]([CH2:23][CH2:24][CH2:25][CH3:26])([CH2:27][CH2:28][CH2:29][CH3:30])[CH2:17][CH2:18][CH2:19][CH3:20])[CH:7]=1, predict the reactants needed to synthesize it. The reactants are: [F:1][C:2]1[CH:3]=[CH:4][C:5]2[N:6]([CH:8]=[N:9][C:10]=2I)[CH:7]=1.C([Mg]Cl)(C)C.[CH2:17]([Sn:21]([CH2:27][CH2:28][CH2:29][CH3:30])([CH2:23][CH2:24][CH2:25][CH3:26])Cl)[CH2:18][CH2:19][CH3:20].